Dataset: Peptide-MHC class I binding affinity with 185,985 pairs from IEDB/IMGT. Task: Regression. Given a peptide amino acid sequence and an MHC pseudo amino acid sequence, predict their binding affinity value. This is MHC class I binding data. (1) The peptide sequence is MMQDREDQSI. The MHC is HLA-A02:02 with pseudo-sequence HLA-A02:02. The binding affinity (normalized) is 0.703. (2) The peptide sequence is RCQAIRKK. The MHC is HLA-B27:05 with pseudo-sequence HLA-B27:05. The binding affinity (normalized) is 0.341. (3) The peptide sequence is FVTISKDNL. The MHC is HLA-A02:01 with pseudo-sequence HLA-A02:01. The binding affinity (normalized) is 0.105.